Dataset: Full USPTO retrosynthesis dataset with 1.9M reactions from patents (1976-2016). Task: Predict the reactants needed to synthesize the given product. Given the product [Cl:29][C:17]1[CH:16]=[C:15]([NH:14][C:12]2[N:11]=[CH:10][N:9]=[C:8]3[NH:7][N:6]=[C:5]([O:4][CH2:3][CH2:2][N:34]4[CH2:35][CH2:36][CH2:37][C@@H:33]4[CH2:32][O:31][CH3:30])[C:13]=23)[CH:20]=[CH:19][C:18]=1[O:21][C:22]1[CH:23]=[N:24][C:25]([CH3:28])=[CH:26][CH:27]=1, predict the reactants needed to synthesize it. The reactants are: Cl[CH2:2][CH2:3][O:4][C:5]1[C:13]2[C:8](=[N:9][CH:10]=[N:11][C:12]=2[NH:14][C:15]2[CH:20]=[CH:19][C:18]([O:21][C:22]3[CH:23]=[N:24][C:25]([CH3:28])=[CH:26][CH:27]=3)=[C:17]([Cl:29])[CH:16]=2)[NH:7][N:6]=1.[CH3:30][O:31][CH2:32][C@H:33]1[CH2:37][CH2:36][CH2:35][NH:34]1.